This data is from Full USPTO retrosynthesis dataset with 1.9M reactions from patents (1976-2016). The task is: Predict the reactants needed to synthesize the given product. Given the product [F:3][C:4]1[CH:10]=[C:9]([F:11])[CH:8]=[CH:7][C:5]=1[NH:6][C:13]1[CH:14]=[CH:15][C:16]2[C:22](=[O:23])[C:21]3[CH:24]=[CH:25][CH:26]=[CH:27][C:20]=3[CH2:19][O:18][C:17]=2[CH:28]=1, predict the reactants needed to synthesize it. The reactants are: [H-].[Na+].[F:3][C:4]1[CH:10]=[C:9]([F:11])[CH:8]=[CH:7][C:5]=1[NH2:6].F[C:13]1[CH:14]=[CH:15][C:16]2[C:22](=[O:23])[C:21]3[CH:24]=[CH:25][CH:26]=[CH:27][C:20]=3[CH2:19][O:18][C:17]=2[CH:28]=1.